From a dataset of Forward reaction prediction with 1.9M reactions from USPTO patents (1976-2016). Predict the product of the given reaction. (1) Given the reactants [CH3:1][O:2][C:3]1[CH:8]=[CH:7][C:6]([C:9]([C:36]2[CH:41]=[CH:40][C:39]([O:42][CH3:43])=[CH:38][CH:37]=2)([C:30]2[CH:35]=[CH:34][CH:33]=[CH:32][CH:31]=2)[NH:10][C:11]2[O:12][C@H:13]([C:26]([F:29])([F:28])[F:27])[CH2:14][C@:15]([C:18]3[CH:23]=[C:22](I)[CH:21]=[CH:20][C:19]=3[F:25])([CH3:17])[N:16]=2)=[CH:5][CH:4]=1.C[Si]([C:48]#[C:49][C:50]1[CH:51]=[N:52][CH:53]=[N:54][CH:55]=1)(C)C, predict the reaction product. The product is: [CH3:1][O:2][C:3]1[CH:8]=[CH:7][C:6]([C:9]([C:36]2[CH:41]=[CH:40][C:39]([O:42][CH3:43])=[CH:38][CH:37]=2)([C:30]2[CH:35]=[CH:34][CH:33]=[CH:32][CH:31]=2)[NH:10][C:11]2[O:12][C@H:13]([C:26]([F:29])([F:28])[F:27])[CH2:14][C@:15]([C:18]3[CH:23]=[C:22]([C:48]#[C:49][C:50]4[CH:51]=[N:52][CH:53]=[N:54][CH:55]=4)[CH:21]=[CH:20][C:19]=3[F:25])([CH3:17])[N:16]=2)=[CH:5][CH:4]=1. (2) Given the reactants [F:1][C:2]([F:22])([F:21])[CH:3]1[CH2:8][NH:7][CH2:6][CH2:5][N:4]1[CH2:9][CH2:10][C:11]1[CH:20]=[CH:19][C:14]2[C:15](=[O:18])[O:16][CH2:17][C:13]=2[CH:12]=1.[CH3:23][O:24][C:25]1[CH:32]=[C:31]([CH2:33][CH:34]=O)[CH:30]=[CH:29][C:26]=1[C:27]#[N:28].C([BH3-])#N.[Na+], predict the reaction product. The product is: [CH3:23][O:24][C:25]1[CH:32]=[C:31]([CH2:33][CH2:34][N:7]2[CH2:6][CH2:5][N:4]([CH2:9][CH2:10][C:11]3[CH:20]=[CH:19][C:14]4[C:15](=[O:18])[O:16][CH2:17][C:13]=4[CH:12]=3)[CH:3]([C:2]([F:1])([F:21])[F:22])[CH2:8]2)[CH:30]=[CH:29][C:26]=1[C:27]#[N:28]. (3) Given the reactants [NH2:1][C@@H:2]([CH2:6][NH:7][CH2:8][C:9]1[CH:14]=[CH:13][CH:12]=[CH:11][CH:10]=1)[C:3]([OH:5])=[O:4].[ClH:15].[CH3:16]O, predict the reaction product. The product is: [ClH:15].[ClH:15].[CH3:16][O:4][C:3](=[O:5])[CH:2]([NH2:1])[CH2:6][NH:7][CH2:8][C:9]1[CH:14]=[CH:13][CH:12]=[CH:11][CH:10]=1. (4) Given the reactants CC1C=CC(S(O)(=O)=O)=CC=1.N1C=CC=CC=1.[NH2:18][C:19]1[N:20]=[CH:21][C:22]([C:34]2[N:38]([CH2:39][CH3:40])[N:37]=[C:36]([CH:41]3[CH2:46][CH2:45][N:44]([C:47](=[O:57])[CH2:48][CH2:49][O:50]C4CCCCO4)[CH2:43][CH2:42]3)[N:35]=2)=[N:23][C:24]=1[C:25]1[O:26][C:27]([C:30]([CH3:33])([CH3:32])[CH3:31])=[N:28][N:29]=1, predict the reaction product. The product is: [NH2:18][C:19]1[N:20]=[CH:21][C:22]([C:34]2[N:38]([CH2:39][CH3:40])[N:37]=[C:36]([CH:41]3[CH2:42][CH2:43][N:44]([C:47](=[O:57])[CH2:48][CH2:49][OH:50])[CH2:45][CH2:46]3)[N:35]=2)=[N:23][C:24]=1[C:25]1[O:26][C:27]([C:30]([CH3:33])([CH3:31])[CH3:32])=[N:28][N:29]=1. (5) Given the reactants [Cl:1][C:2]1[C:3]([O:25][CH2:26][CH2:27][CH2:28][O:29][CH3:30])=[CH:4][C:5]2[CH2:14][CH:13]([CH:15]([CH3:17])[CH3:16])[N:12]3[C:7](=[CH:8][C:9](=[O:23])[C:10]([C:18]([O:20]CC)=[O:19])=[CH:11]3)[C:6]=2[CH:24]=1.[OH-].[Na+].Cl, predict the reaction product. The product is: [Cl:1][C:2]1[C:3]([O:25][CH2:26][CH2:27][CH2:28][O:29][CH3:30])=[CH:4][C:5]2[CH2:14][CH:13]([CH:15]([CH3:17])[CH3:16])[N:12]3[C:7](=[CH:8][C:9](=[O:23])[C:10]([C:18]([OH:20])=[O:19])=[CH:11]3)[C:6]=2[CH:24]=1. (6) Given the reactants Cl[CH2:2][C:3]1[C:4]([CH:19]2[CH2:21][CH2:20]2)=[N:5][C:6]([C:9]2[CH:14]=[CH:13][C:12]([C:15]([F:18])([F:17])[F:16])=[CH:11][CH:10]=2)=[N:7][CH:8]=1.[CH2:22]([O:24][C:25](=[O:37])[CH2:26][N:27]1[C:35]2[C:30](=[CH:31][C:32]([OH:36])=[CH:33][CH:34]=2)[CH:29]=[CH:28]1)[CH3:23].C(=O)([O-])[O-].[Cs+].[Cs+], predict the reaction product. The product is: [CH2:22]([O:24][C:25](=[O:37])[CH2:26][N:27]1[C:35]2[C:30](=[CH:31][C:32]([O:36][CH2:2][C:3]3[C:4]([CH:19]4[CH2:21][CH2:20]4)=[N:5][C:6]([C:9]4[CH:14]=[CH:13][C:12]([C:15]([F:18])([F:17])[F:16])=[CH:11][CH:10]=4)=[N:7][CH:8]=3)=[CH:33][CH:34]=2)[CH:29]=[CH:28]1)[CH3:23].